Dataset: Forward reaction prediction with 1.9M reactions from USPTO patents (1976-2016). Task: Predict the product of the given reaction. (1) Given the reactants [CH2:1]([N:3]1[C:11]2[C:6](=[CH:7][C:8]([N+:16]([O-:18])=[O:17])=[C:9]([NH:12]C(=O)C)[CH:10]=2)[C:5]([CH3:20])([CH3:19])[C:4]1=[O:21])[CH3:2].Cl, predict the reaction product. The product is: [NH2:12][C:9]1[CH:10]=[C:11]2[C:6]([C:5]([CH3:19])([CH3:20])[C:4](=[O:21])[N:3]2[CH2:1][CH3:2])=[CH:7][C:8]=1[N+:16]([O-:18])=[O:17]. (2) Given the reactants Br[C:2]1[CH2:7][CH2:6][CH2:5][C:4](=[O:8])[CH:3]=1.[S:9]1[CH:13]=[CH:12][C:11](B(O)O)=[CH:10]1, predict the reaction product. The product is: [S:9]1[CH:13]=[CH:12][C:11]([C:2]2[CH2:7][CH2:6][CH2:5][C:4](=[O:8])[CH:3]=2)=[CH:10]1. (3) The product is: [CH:1]([N:4]1[CH2:5][CH2:6][N:7]([CH2:10][CH2:11][O:12][C:13]2[CH:18]=[CH:17][N:16]3[C:19]([C:22]([NH:48][C:46]4[CH:45]=[CH:44][CH:43]=[C:42]5[C:47]=4[C:39]([CH3:38])=[N:40][N:41]5[CH2:49][C:50]4[CH:55]=[CH:54][C:53]([C:56]([F:59])([F:58])[F:57])=[CH:52][N:51]=4)=[O:24])=[CH:20][N:21]=[C:15]3[CH:14]=2)[CH2:8][CH2:9]1)([CH3:2])[CH3:3]. Given the reactants [CH:1]([N:4]1[CH2:9][CH2:8][N:7]([CH2:10][CH2:11][O:12][C:13]2[CH:18]=[CH:17][N:16]3[C:19]([C:22]([O-:24])=O)=[CH:20][N:21]=[C:15]3[CH:14]=2)[CH2:6][CH2:5]1)([CH3:3])[CH3:2].[Li+].ClC1C=C(Cl)C=C(Cl)C=1C(Cl)=O.[CH3:38][C:39]1[C:47]2[C:46]([NH2:48])=[CH:45][CH:44]=[CH:43][C:42]=2[N:41]([CH2:49][C:50]2[CH:55]=[CH:54][C:53]([C:56]([F:59])([F:58])[F:57])=[CH:52][N:51]=2)[N:40]=1.O, predict the reaction product. (4) Given the reactants [CH3:1][O:2][C@@H:3]1[CH2:8][C:7](=[O:9])[CH2:6][CH2:5][C@@H:4]1[C:10]([O:12][CH3:13])=[O:11].[BH4-].[Na+], predict the reaction product. The product is: [OH:9][C@@H:7]1[CH2:6][CH2:5][C@H:4]([C:10]([O:12][CH3:13])=[O:11])[C@H:3]([O:2][CH3:1])[CH2:8]1. (5) Given the reactants [Cl:1][C:2]1[CH:7]=[CH:6][CH:5]=[C:4]([CH2:8][CH3:9])[C:3]=1[CH:10]([C:12]1[N:13]=[CH:14][N:15](C(C2C=CC=CC=2)(C2C=CC=CC=2)C2C=CC=CC=2)[CH:16]=1)[OH:11].C([SiH](CC)CC)C.FC(F)(F)C(O)=O, predict the reaction product. The product is: [Cl:1][C:2]1[CH:7]=[CH:6][CH:5]=[C:4]([CH2:8][CH3:9])[C:3]=1[CH:10]([C:12]1[N:13]=[CH:14][NH:15][CH:16]=1)[OH:11]. (6) Given the reactants [Cl:1][C:2]1[CH:41]=[CH:40][CH:39]=[CH:38][C:3]=1[CH2:4][NH:5][C:6]1[CH:7]=[C:8]([C:12]2[C:20]3[C:15](=[N:16][C:17]([NH:21][CH2:22][CH2:23][N:24]4[CH2:29][CH2:28][O:27][CH2:26][CH2:25]4)=[N:18][CH:19]=3)[N:14](COCC[Si](C)(C)C)[N:13]=2)[CH:9]=[CH:10][CH:11]=1.C(O)(C(F)(F)F)=O, predict the reaction product. The product is: [Cl:1][C:2]1[CH:41]=[CH:40][CH:39]=[CH:38][C:3]=1[CH2:4][NH:5][C:6]1[CH:7]=[C:8]([C:12]2[C:20]3[C:15](=[N:16][C:17]([NH:21][CH2:22][CH2:23][N:24]4[CH2:29][CH2:28][O:27][CH2:26][CH2:25]4)=[N:18][CH:19]=3)[NH:14][N:13]=2)[CH:9]=[CH:10][CH:11]=1. (7) The product is: [OH:21][C@H:16]1[CH2:17][CH2:18][CH2:19][CH2:20][C@@H:15]1[NH:14][C:12]([C:4]1[CH:3]=[C:2]([B:22]2[O:26][C:25]([CH3:28])([CH3:27])[C:24]([CH3:30])([CH3:29])[O:23]2)[C:11]2[C:6](=[CH:7][CH:8]=[CH:9][CH:10]=2)[N:5]=1)=[O:13]. Given the reactants Br[C:2]1[C:11]2[C:6](=[CH:7][CH:8]=[CH:9][CH:10]=2)[N:5]=[C:4]([C:12]([NH:14][C@H:15]2[CH2:20][CH2:19][CH2:18][CH2:17][C@@H:16]2[OH:21])=[O:13])[CH:3]=1.[B:22]1([B:22]2[O:26][C:25]([CH3:28])([CH3:27])[C:24]([CH3:30])([CH3:29])[O:23]2)[O:26][C:25]([CH3:28])([CH3:27])[C:24]([CH3:30])([CH3:29])[O:23]1.C([O-])(=O)C.[K+], predict the reaction product. (8) Given the reactants C([O:3][C:4]([C:6]1[N:10]2[N:11]=[C:12]([C:15]3[CH:20]=[CH:19][CH:18]=[CH:17][C:16]=3[CH:21]([F:23])[F:22])[CH:13]=[CH:14][C:9]2=[N:8][CH:7]=1)=[O:5])C.[OH-].[Na+], predict the reaction product. The product is: [F:23][CH:21]([F:22])[C:16]1[CH:17]=[CH:18][CH:19]=[CH:20][C:15]=1[C:12]1[CH:13]=[CH:14][C:9]2[N:10]([C:6]([C:4]([OH:5])=[O:3])=[CH:7][N:8]=2)[N:11]=1.